Dataset: Experimental lipophilicity measurements (octanol/water distribution) for 4,200 compounds from AstraZeneca. Task: Regression/Classification. Given a drug SMILES string, predict its absorption, distribution, metabolism, or excretion properties. Task type varies by dataset: regression for continuous measurements (e.g., permeability, clearance, half-life) or binary classification for categorical outcomes (e.g., BBB penetration, CYP inhibition). For this dataset (lipophilicity_astrazeneca), we predict Y. The compound is O=C(/C=C/c1c(C(=O)O)[nH]c2cc(Cl)cc(Cl)c12)Nc1ccccc1. The Y is 1.52 logD.